Task: Regression. Given two drug SMILES strings and cell line genomic features, predict the synergy score measuring deviation from expected non-interaction effect.. Dataset: Merck oncology drug combination screen with 23,052 pairs across 39 cell lines (1) Drug 1: O=c1[nH]cc(F)c(=O)[nH]1. Drug 2: O=C(NOCC(O)CO)c1ccc(F)c(F)c1Nc1ccc(I)cc1F. Cell line: SKMEL30. Synergy scores: synergy=-144. (2) Drug 1: CCC1=CC2CN(C1)Cc1c([nH]c3ccccc13)C(C(=O)OC)(c1cc3c(cc1OC)N(C)C1C(O)(C(=O)OC)C(OC(C)=O)C4(CC)C=CCN5CCC31C54)C2. Drug 2: CS(=O)(=O)CCNCc1ccc(-c2ccc3ncnc(Nc4ccc(OCc5cccc(F)c5)c(Cl)c4)c3c2)o1. Cell line: UWB1289BRCA1. Synergy scores: synergy=-1.97. (3) Drug 1: NC(=O)c1cccc2cn(-c3ccc(C4CCCNC4)cc3)nc12. Drug 2: Cc1nc(Nc2ncc(C(=O)Nc3c(C)cccc3Cl)s2)cc(N2CCN(CCO)CC2)n1. Cell line: ZR751. Synergy scores: synergy=27.4. (4) Drug 1: N#Cc1ccc(Cn2cncc2CN2CCN(c3cccc(Cl)c3)C(=O)C2)cc1. Drug 2: CCC1=CC2CN(C1)Cc1c([nH]c3ccccc13)C(C(=O)OC)(c1cc3c(cc1OC)N(C)C1C(O)(C(=O)OC)C(OC(C)=O)C4(CC)C=CCN5CCC31C54)C2. Cell line: SKMEL30. Synergy scores: synergy=9.49. (5) Drug 2: C#Cc1cccc(Nc2ncnc3cc(OCCOC)c(OCCOC)cc23)c1. Cell line: A427. Synergy scores: synergy=-2.06. Drug 1: CN(C)C(=N)N=C(N)N. (6) Drug 1: CN1C(=O)C=CC2(C)C3CCC4(C)C(NC(=O)OCC(F)(F)F)CCC4C3CCC12. Drug 2: CS(=O)(=O)CCNCc1ccc(-c2ccc3ncnc(Nc4ccc(OCc5cccc(F)c5)c(Cl)c4)c3c2)o1. Cell line: NCIH460. Synergy scores: synergy=-12.9.